The task is: Regression. Given two drug SMILES strings and cell line genomic features, predict the synergy score measuring deviation from expected non-interaction effect.. This data is from NCI-60 drug combinations with 297,098 pairs across 59 cell lines. (1) Drug 1: CC1=CC=C(C=C1)C2=CC(=NN2C3=CC=C(C=C3)S(=O)(=O)N)C(F)(F)F. Drug 2: C1=NC(=NC(=O)N1C2C(C(C(O2)CO)O)O)N. Cell line: OVCAR-5. Synergy scores: CSS=2.80, Synergy_ZIP=-1.81, Synergy_Bliss=6.79, Synergy_Loewe=-27.2, Synergy_HSA=-8.59. (2) Drug 1: C1=CC(=CC=C1CC(C(=O)O)N)N(CCCl)CCCl.Cl. Drug 2: C1=NC2=C(N1)C(=S)N=CN2. Cell line: T-47D. Synergy scores: CSS=5.82, Synergy_ZIP=-4.48, Synergy_Bliss=-6.73, Synergy_Loewe=-11.0, Synergy_HSA=-9.45. (3) Drug 1: C1CN1P(=S)(N2CC2)N3CC3. Drug 2: CC1C(C(CC(O1)OC2CC(CC3=C2C(=C4C(=C3O)C(=O)C5=C(C4=O)C(=CC=C5)OC)O)(C(=O)CO)O)N)O.Cl. Cell line: UACC-257. Synergy scores: CSS=31.2, Synergy_ZIP=-2.66, Synergy_Bliss=-0.849, Synergy_Loewe=-9.03, Synergy_HSA=1.33. (4) Drug 1: CN(C)C1=NC(=NC(=N1)N(C)C)N(C)C. Drug 2: CC1=C(C(CCC1)(C)C)C=CC(=CC=CC(=CC(=O)O)C)C. Cell line: UACC62. Synergy scores: CSS=6.06, Synergy_ZIP=-3.87, Synergy_Bliss=0.750, Synergy_Loewe=-0.967, Synergy_HSA=0.0978. (5) Drug 1: C1=C(C(=O)NC(=O)N1)N(CCCl)CCCl. Drug 2: CC1=C2C(C(=O)C3(C(CC4C(C3C(C(C2(C)C)(CC1OC(=O)C(C(C5=CC=CC=C5)NC(=O)OC(C)(C)C)O)O)OC(=O)C6=CC=CC=C6)(CO4)OC(=O)C)O)C)O. Cell line: HL-60(TB). Synergy scores: CSS=59.0, Synergy_ZIP=-0.223, Synergy_Bliss=1.07, Synergy_Loewe=-2.04, Synergy_HSA=3.40. (6) Drug 1: CC1=CC2C(CCC3(C2CCC3(C(=O)C)OC(=O)C)C)C4(C1=CC(=O)CC4)C. Drug 2: C1=CC(=CC=C1CC(C(=O)O)N)N(CCCl)CCCl.Cl. Cell line: HCT116. Synergy scores: CSS=8.83, Synergy_ZIP=-3.13, Synergy_Bliss=1.59, Synergy_Loewe=-10.7, Synergy_HSA=1.86.